From a dataset of Experimentally validated miRNA-target interactions with 360,000+ pairs, plus equal number of negative samples. Binary Classification. Given a miRNA mature sequence and a target amino acid sequence, predict their likelihood of interaction. The miRNA is cel-miR-59-3p with sequence UCGAAUCGUUUAUCAGGAUGAUG. The protein sequence of the target gene is MLTDPDLPQEFERMSSKRPASPYGETDGEVAMVTSRQKVEEEESERLPAFHLPLHVSFPNKPHSEEFQPVSLLTQETCGPRTPTVQHNTMEVDGNKVMSSLSPYNSSTSPQKAEEGGRQSGESVSSAALGTPERRKGSLADVVDTLKQRKMEELIKNEPEDTPSIEKLLSKDWKDKLLAMGSGNFGEIKGTPESLAEKERQLMGMINQLTSLREQLLAAHDEQKKLAASQIEKQRQQMELAKQQQEQIARQQQQLLQQQHKINLLQQQIQVQGQLPPLMIPVFPPDQRTLAAAAQQGFLL.... Result: 0 (no interaction).